Dataset: NCI-60 drug combinations with 297,098 pairs across 59 cell lines. Task: Regression. Given two drug SMILES strings and cell line genomic features, predict the synergy score measuring deviation from expected non-interaction effect. (1) Drug 1: C1=CC=C(C=C1)NC(=O)CCCCCCC(=O)NO. Drug 2: CN1C2=C(C=C(C=C2)N(CCCl)CCCl)N=C1CCCC(=O)O.Cl. Cell line: SW-620. Synergy scores: CSS=19.5, Synergy_ZIP=-5.55, Synergy_Bliss=-2.68, Synergy_Loewe=-44.7, Synergy_HSA=-2.80. (2) Drug 1: CC1=C(C(=O)C2=C(C1=O)N3CC4C(C3(C2COC(=O)N)OC)N4)N. Drug 2: COC1=C2C(=CC3=C1OC=C3)C=CC(=O)O2. Cell line: A549. Synergy scores: CSS=40.9, Synergy_ZIP=1.27, Synergy_Bliss=0.508, Synergy_Loewe=-31.3, Synergy_HSA=0.151. (3) Drug 1: C1=NC2=C(N=C(N=C2N1C3C(C(C(O3)CO)O)O)F)N. Drug 2: C(CC(=O)O)C(=O)CN.Cl. Cell line: NCI-H322M. Synergy scores: CSS=1.01, Synergy_ZIP=-3.82, Synergy_Bliss=-1.22, Synergy_Loewe=-4.19, Synergy_HSA=-4.21. (4) Drug 1: CCC(=C(C1=CC=CC=C1)C2=CC=C(C=C2)OCCN(C)C)C3=CC=CC=C3.C(C(=O)O)C(CC(=O)O)(C(=O)O)O. Drug 2: C1CN1C2=NC(=NC(=N2)N3CC3)N4CC4. Cell line: MDA-MB-435. Synergy scores: CSS=5.67, Synergy_ZIP=-1.07, Synergy_Bliss=2.03, Synergy_Loewe=-9.50, Synergy_HSA=-0.782. (5) Drug 1: C1=CC(=CC=C1CCCC(=O)O)N(CCCl)CCCl. Drug 2: B(C(CC(C)C)NC(=O)C(CC1=CC=CC=C1)NC(=O)C2=NC=CN=C2)(O)O. Cell line: SN12C. Synergy scores: CSS=17.1, Synergy_ZIP=-11.0, Synergy_Bliss=-6.14, Synergy_Loewe=-4.61, Synergy_HSA=-4.60. (6) Drug 1: CC=C1C(=O)NC(C(=O)OC2CC(=O)NC(C(=O)NC(CSSCCC=C2)C(=O)N1)C(C)C)C(C)C. Drug 2: CC(C)(C#N)C1=CC(=CC(=C1)CN2C=NC=N2)C(C)(C)C#N. Cell line: OVCAR-4. Synergy scores: CSS=9.96, Synergy_ZIP=-3.73, Synergy_Bliss=-1.15, Synergy_Loewe=-15.4, Synergy_HSA=-1.35.